Dataset: Full USPTO retrosynthesis dataset with 1.9M reactions from patents (1976-2016). Task: Predict the reactants needed to synthesize the given product. Given the product [F:25][C:24]([F:27])([F:26])[S:21]([O:1][C:2]1[C:3]([C:4]#[N:5])=[CH:6][CH:7]=[C:8]([C:10]([F:13])([F:11])[F:12])[N:9]=1)(=[O:23])=[O:22], predict the reactants needed to synthesize it. The reactants are: [OH:1][C:2]1[N:9]=[C:8]([C:10]([F:13])([F:12])[F:11])[CH:7]=[CH:6][C:3]=1[C:4]#[N:5].C(N(CC)CC)C.[S:21](O[S:21]([C:24]([F:27])([F:26])[F:25])(=[O:23])=[O:22])([C:24]([F:27])([F:26])[F:25])(=[O:23])=[O:22].